Dataset: Experimentally validated miRNA-target interactions with 360,000+ pairs, plus equal number of negative samples. Task: Binary Classification. Given a miRNA mature sequence and a target amino acid sequence, predict their likelihood of interaction. (1) The miRNA is rno-miR-92b-3p with sequence UAUUGCACUCGUCCCGGCCUCC. The protein sequence of the target gene is MVFSVRQCGHVGRTEEVLLTFKIFLVIICLHVVLVTSLEEDTDNSSLSPPPAKLSVVSFAPSSNGTPEVETTSLNDVTLSLLPSNETEKTKITIVKTFNASGVKPQRNICNLSSICNDSAFFRGEIMFQYDKESTVPQNQHITNGTLTGVLSLSELKRSELNKTLQTLSETYFIMCATAEAQSTLNCTFTIKLNNTMNACAVIAALERVKIRPMEHCCCSVRIPCPSSPEELEKLQCDLQDPIVCLADHPRGPPFSSSQSIPVVPRATVLSQVPKATSFAEPPDYSPVTHNVPSPIGEIQ.... Result: 0 (no interaction). (2) The miRNA is hsa-miR-3199 with sequence AGGGACUGCCUUAGGAGAAAGUU. The protein sequence of the target gene is MAGRGGSALLALCGALAACGWLLGAEAQEPGAPAAGMRRRRRLQQEDGISFEYHRYPELREALVSVWLQCTAISRIYTVGRSFEGRELLVIELSDNPGVHEPGEPEFKYIGNMHGNEAVGRELLIFLAQYLCNEYQKGNETIVNLIHSTRIHIMPSLNPDGFEKAASQPGELKDWFVGRSNAQGIDLNRNFPDLDRIVYVNEKEGGPNNHLLKNMKKIVDQNTKLAPETKAVIHWIMDIPFVLSANLHGGDLVANYPYDETRSGSAHEYSSSPDDAIFQSLARAYSSFNPAMSDPNRPPC.... Result: 1 (interaction). (3) The miRNA is mmu-miR-767 with sequence UGCACCAUGGUUGUCUGAGCA. The protein sequence of the target gene is MVSKMIIENFEALKSWLSKTLEPICDADPSALAKYVLALVKKDKSEKELKALCIDQLDVFLQKETQIFVEKLFDAVNTKSYLPPPEQPSSGSLKVEFFPHQEKDIKKEEITKEEEREKKFSRRLNHSPPQSSSRYRENRSRDERKKDDRSRKRDYDRNPPRRDSYRDRYNRRRGRSRSYSRSRSRSWSKERLRERDRDRSRTRSRSRTRSRERDLVKPKYDLDRTDPLENNYTPVSSVPSISSGHYPVPTLSSTITVIAPTHHGNNTTESWSEFHEDQVDHNSYVRPPMPKKRCRDYDEK.... Result: 0 (no interaction). (4) The miRNA is hsa-miR-4659b-3p with sequence UUUCUUCUUAGACAUGGCAGCU. The protein sequence of the target gene is MHPGSPSAWPPRARAALRLWLGCVCFALVQADSPSAPVNVTVRHLKANSAVVSWDVLEDEVVIGFAISQQKKDVRMLRFIQEVNTTTRSCALWDLEEDTEYIVHVQAISIQGQSPASEPVLFKTPREAEKMASKNKDEVTMKEMGRNQQLRTGEVLIIVVVLFMWAGVIALFCRQYDIIKDNEPNNNKEKTKSASETSTPEHQGGGLLRSKI. Result: 1 (interaction).